From a dataset of Full USPTO retrosynthesis dataset with 1.9M reactions from patents (1976-2016). Predict the reactants needed to synthesize the given product. (1) Given the product [Cl:1][C:2]1[N:11]=[C:10]([O:12][CH2:13][C@@H:14]2[CH2:19][N:18]([C:20]([C@H:22]3[CH2:26][CH2:25][N:24]([CH3:27])[CH2:23]3)=[O:21])[CH2:17][CH2:16][O:15]2)[C:5]2=[N:6][CH:7]=[CH:8][N:9]=[C:4]2[CH:3]=1, predict the reactants needed to synthesize it. The reactants are: [Cl:1][C:2]1[N:11]=[C:10]([O:12][CH2:13][C@@H:14]2[CH2:19][N:18]([C:20]([C@H:22]3[CH2:26][CH2:25][NH:24][CH2:23]3)=[O:21])[CH2:17][CH2:16][O:15]2)[C:5]2=[N:6][CH:7]=[CH:8][N:9]=[C:4]2[CH:3]=1.[C:27](O)(=O)C.CC([O-])=O.[Na+].[BH3-]C#N.[Na+].C([O-])(O)=O.[Na+]. (2) Given the product [CH3:1][C:2]1[CH:3]=[CH:4][C:5]([C:8]2[C:13]3[CH2:14][CH:15]([CH2:17][NH:18][C:29](=[O:30])[O:31][CH2:32][C:33]4[CH:38]=[CH:37][CH:36]=[CH:35][CH:34]=4)[O:16][C:12]=3[CH:11]=[CH:10][CH:9]=2)=[CH:6][CH:7]=1, predict the reactants needed to synthesize it. The reactants are: [CH3:1][C:2]1[CH:7]=[CH:6][C:5]([C:8]2[C:13]3[CH2:14][CH:15]([CH2:17][NH2:18])[O:16][C:12]=3[CH:11]=[CH:10][CH:9]=2)=[CH:4][CH:3]=1.C(N(C(C)C)CC)(C)C.Cl[C:29]([O:31][CH2:32][C:33]1[CH:38]=[CH:37][CH:36]=[CH:35][CH:34]=1)=[O:30].C(OC(=O)NCC1CC2C=CC=C(C3CCCC3)C=2O1)C1C=CC=CC=1. (3) Given the product [C:6]([C:8]1[CH:13]=[CH:12][C:11]([NH:14][C:29](=[O:30])[C:28]2[CH:32]=[CH:33][C:25]([N:20]3[CH2:19][CH:18]([CH3:17])[NH:23][CH:22]([CH3:24])[CH2:21]3)=[CH:26][CH:27]=2)=[CH:10][CH:9]=1)([C:5]1[CH:15]=[CH:16][C:2]([NH:1][C:29](=[O:30])[C:28]2[CH:27]=[CH:26][C:25]([N:20]3[CH2:19][CH:18]([CH3:17])[NH:23][CH:22]([CH3:24])[CH2:21]3)=[CH:33][CH:32]=2)=[CH:3][CH:4]=1)=[O:7], predict the reactants needed to synthesize it. The reactants are: [NH2:1][C:2]1[CH:16]=[CH:15][C:5]([C:6]([C:8]2[CH:13]=[CH:12][C:11]([NH2:14])=[CH:10][CH:9]=2)=[O:7])=[CH:4][CH:3]=1.[CH3:17][CH:18]1[NH:23][CH:22]([CH3:24])[CH2:21][N:20]([C:25]2[CH:33]=[CH:32][C:28]([C:29]([O-])=[O:30])=[CH:27][CH:26]=2)[CH2:19]1. (4) Given the product [Cl:13][C:4]1[NH:3][C:2](=[O:14])[C:7]2[CH:8]=[CH:9][N:10]([CH2:11][CH3:12])[C:6]=2[CH:5]=1, predict the reactants needed to synthesize it. The reactants are: Cl[C:2]1[C:7]2[CH:8]=[CH:9][N:10]([CH2:11][CH3:12])[C:6]=2[CH:5]=[C:4]([Cl:13])[N:3]=1.[OH-:14].[Na+].Cl.